This data is from Full USPTO retrosynthesis dataset with 1.9M reactions from patents (1976-2016). The task is: Predict the reactants needed to synthesize the given product. (1) Given the product [Br:14][CH2:15][CH2:16][CH2:17][CH2:18][CH2:19][CH2:20][C:21]([OH:3])=[O:22], predict the reactants needed to synthesize it. The reactants are: CC(C)=[O:3].OS(O)(=O)=O.O=[Cr](=O)=O.[Br:14][CH2:15][CH2:16][CH2:17][CH2:18][CH2:19][CH2:20][CH2:21][OH:22]. (2) Given the product [NH2:18][C@@H:11]([C:12]1[CH:13]=[CH:14][CH:15]=[CH:16][CH:17]=1)[CH2:10][CH2:9][NH:8][C:6]([C:5]1[CH:26]=[CH:27][C:2]([Cl:1])=[C:3]([NH:28][C:29]([C:31]2[C:42](=[O:43])[NH:41][C:34]3[N:35]=[C:36]([O:39][CH3:40])[N:37]=[CH:38][C:33]=3[CH:32]=2)=[O:30])[CH:4]=1)=[O:7], predict the reactants needed to synthesize it. The reactants are: [Cl:1][C:2]1[CH:27]=[CH:26][C:5]([C:6]([NH:8][CH2:9][CH2:10][C@@H:11]([NH:18]C(=O)OC(C)(C)C)[C:12]2[CH:17]=[CH:16][CH:15]=[CH:14][CH:13]=2)=[O:7])=[CH:4][C:3]=1[NH:28][C:29]([C:31]1[C:42](=[O:43])[NH:41][C:34]2[N:35]=[C:36]([O:39][CH3:40])[N:37]=[CH:38][C:33]=2[CH:32]=1)=[O:30].FC(F)(F)C(O)=O. (3) Given the product [CH3:28][NH:27][C:22]([C:19]1[CH:20]=[CH:21][C:16]2[N:17]([C:13]([CH2:12][C:10]3[CH:9]=[CH:8][C:6]4[N:7]=[C:3]([S:2][CH3:1])[S:4][C:5]=4[CH:11]=3)=[CH:14][N:15]=2)[N:18]=1)=[O:24], predict the reactants needed to synthesize it. The reactants are: [CH3:1][S:2][C:3]1[S:4][C:5]2[CH:11]=[C:10]([CH2:12][C:13]3[N:17]4[N:18]=[C:19]([C:22]([O:24]CC)=O)[CH:20]=[CH:21][C:16]4=[N:15][CH:14]=3)[CH:9]=[CH:8][C:6]=2[N:7]=1.[NH2:27][CH3:28]. (4) The reactants are: [CH:1]1([CH:6]([O:19][CH3:20])[C:7]2[CH:12]=[CH:11][C:10]([C:13]([F:16])([F:15])[F:14])=[CH:9][C:8]=2[CH2:17]O)[CH2:5][CH2:4][CH2:3][CH2:2]1.C(Br)(Br)(Br)[Br:22].C1(P(C2C=CC=CC=2)C2C=CC=CC=2)C=CC=CC=1. Given the product [Br:22][CH2:17][C:8]1[CH:9]=[C:10]([C:13]([F:16])([F:15])[F:14])[CH:11]=[CH:12][C:7]=1[C@H:6]([CH:1]1[CH2:5][CH2:4][CH2:3][CH2:2]1)[O:19][CH3:20], predict the reactants needed to synthesize it.